Predict the reactants needed to synthesize the given product. From a dataset of Full USPTO retrosynthesis dataset with 1.9M reactions from patents (1976-2016). Given the product [CH3:8][O:7][C:5]([C:4](=[CH:3][CH:2]([CH3:1])[CH2:13][CH2:14][C:15]1[C:20]([CH3:22])([CH3:21])[CH2:19][CH2:18][CH2:17][C:16]=1[CH3:23])[C:9]([OH:11])=[O:10])=[O:6], predict the reactants needed to synthesize it. The reactants are: [CH3:1][CH:2]([CH2:13][CH2:14][C:15]1[C:20]([CH3:22])([CH3:21])[CH2:19][CH2:18][CH2:17][C:16]=1[CH3:23])[CH:3]=[C:4]([C:9]([O:11]C)=[O:10])[C:5]([O:7][CH3:8])=[O:6].[OH-].[Na+].C([O-])(O)=O.[Na+].